Dataset: TCR-epitope binding with 47,182 pairs between 192 epitopes and 23,139 TCRs. Task: Binary Classification. Given a T-cell receptor sequence (or CDR3 region) and an epitope sequence, predict whether binding occurs between them. (1) The epitope is SFHSLHLLF. The TCR CDR3 sequence is CASSPRRGSSYNEQFF. Result: 0 (the TCR does not bind to the epitope). (2) The epitope is SEVGPEHSLAEY. The TCR CDR3 sequence is CASSPGQLYTGELFF. Result: 0 (the TCR does not bind to the epitope). (3) The epitope is KLWAQCVQL. The TCR CDR3 sequence is CASSLTASYEQYF. Result: 1 (the TCR binds to the epitope). (4) The epitope is PROT_97E67BCC. The TCR CDR3 sequence is CASTRGSTDTQYF. Result: 1 (the TCR binds to the epitope). (5) The epitope is KRWIIMGLNK. The TCR CDR3 sequence is CASSSFGPSNRPQHF. Result: 1 (the TCR binds to the epitope). (6) The epitope is HLVDFQVTI. The TCR CDR3 sequence is CSATRLAGGPTDTQYF. Result: 0 (the TCR does not bind to the epitope). (7) The TCR CDR3 sequence is CAWETGSNEQFF. Result: 1 (the TCR binds to the epitope). The epitope is RLRAEAQVK.